The task is: Predict the reactants needed to synthesize the given product.. This data is from Full USPTO retrosynthesis dataset with 1.9M reactions from patents (1976-2016). (1) Given the product [CH3:47][C:45]1[O:44][N:43]=[C:42]([C:39]2[N:38]=[CH:37][C:36]([O:35][C:32]3[CH:33]=[CH:34][C:22]([NH:21][C:14]([C:9]4[CH:10]=[CH:11][CH:12]=[CH:13][N:8]=4)=[O:15])=[C:23]([CH2:24][N:25]4[CH2:29][CH2:28][CH2:27][C:26]4=[O:30])[CH:31]=3)=[CH:41][CH:40]=2)[N:46]=1, predict the reactants needed to synthesize it. The reactants are: C(N(CC)CC)C.[N:8]1[CH:13]=[CH:12][CH:11]=[CH:10][C:9]=1[C:14](Cl)=[O:15].C(Cl)(Cl)Cl.[NH2:21][C:22]1[CH:34]=[CH:33][C:32]([O:35][C:36]2[CH:37]=[N:38][C:39]([C:42]3[N:46]=[C:45]([CH3:47])[O:44][N:43]=3)=[CH:40][CH:41]=2)=[CH:31][C:23]=1[CH2:24][N:25]1[CH2:29][CH2:28][CH2:27][C:26]1=[O:30]. (2) Given the product [NH2:5][CH:3]([CH3:4])[CH2:2][NH:1][S:6]([CH3:9])(=[O:8])=[O:7], predict the reactants needed to synthesize it. The reactants are: [NH2:1][CH2:2][CH:3]([NH2:5])[CH3:4].[S:6](Cl)([CH3:9])(=[O:8])=[O:7].C(N(CC)CC)C. (3) Given the product [Cl:1][C:2]1[CH:11]=[CH:10][CH:9]=[C:8]2[C:3]=1[CH:4]=[C:5]([C:16]([NH:30][CH2:31][CH:32]1[CH2:37][CH2:36][N:35]([CH2:38][C:39]3([OH:45])[CH2:44][CH2:43][O:42][CH2:41][CH2:40]3)[CH2:34][CH2:33]1)=[O:18])[C:6](=[O:15])[N:7]2[CH:12]([CH3:13])[CH3:14], predict the reactants needed to synthesize it. The reactants are: [Cl:1][C:2]1[CH:11]=[CH:10][CH:9]=[C:8]2[C:3]=1[CH:4]=[C:5]([C:16]([OH:18])=O)[C:6](=[O:15])[N:7]2[CH:12]([CH3:14])[CH3:13].C(Cl)(=O)C(Cl)=O.CN(C)C=O.[NH2:30][CH2:31][CH:32]1[CH2:37][CH2:36][N:35]([CH2:38][C:39]2([OH:45])[CH2:44][CH2:43][O:42][CH2:41][CH2:40]2)[CH2:34][CH2:33]1. (4) Given the product [N+:11]([C:6]1[CH:7]=[C:8]2[O:9][CH2:1][O:2][C:3]2=[CH:4][C:5]=1[CH3:10])([O-:13])=[O:12], predict the reactants needed to synthesize it. The reactants are: [CH2:1]1[O:9][C:8]2[CH:7]=[CH:6][C:5]([CH3:10])=[CH:4][C:3]=2[O:2]1.[N+:11]([O-])([OH:13])=[O:12]. (5) Given the product [Cl:1][C:2]1[N:3]=[C:4]([NH:31][C:29]2[NH:28][N:27]=[C:26]([CH:23]([CH3:25])[CH3:24])[CH:30]=2)[C:5]2[CH2:10][CH2:9][C:8]([CH3:12])([CH3:11])[C:6]=2[N:7]=1, predict the reactants needed to synthesize it. The reactants are: [Cl:1][C:2]1[N:3]=[C:4](Cl)[C:5]2[CH2:10][CH2:9][C:8]([CH3:12])([CH3:11])[C:6]=2[N:7]=1.C(N(CC)C(C)C)(C)C.[CH:23]([C:26]1[CH:30]=[C:29]([NH2:31])[NH:28][N:27]=1)([CH3:25])[CH3:24].